This data is from Reaction yield outcomes from USPTO patents with 853,638 reactions. The task is: Predict the reaction yield, written as a fraction of the theoretical maximum amount of product (1.0 means a 100% yield; for example, 0.34 means a 34% yield). (1) The reactants are Cl[C:2]1[N:7]=[C:6]([C:8]([F:11])([F:10])[F:9])[CH:5]=[CH:4][N:3]=1.[NH2:12][C:13]1[CH:14]=[C:15]([C:25]2[S:29][C:28]([C:30]([CH:35]3[CH2:37][CH2:36]3)([CH:32]3[CH2:34][CH2:33]3)[OH:31])=[N:27][CH:26]=2)[CH:16]=[C:17]([N:19]2[CH2:24][CH2:23][O:22][CH2:21][CH2:20]2)[CH:18]=1.C(=O)([O-])[O-].[Cs+].[Cs+].CC1(C)C2C(=C(P(C3C=CC=CC=3)C3C=CC=CC=3)C=CC=2)OC2C(P(C3C=CC=CC=3)C3C=CC=CC=3)=CC=CC1=2. The catalyst is O1CCOCC1.CC([O-])=O.CC([O-])=O.[Pd+2].O. The product is [CH:35]1([C:30]([CH:32]2[CH2:33][CH2:34]2)([C:28]2[S:29][C:25]([C:15]3[CH:14]=[C:13]([NH:12][C:2]4[N:7]=[C:6]([C:8]([F:11])([F:10])[F:9])[CH:5]=[CH:4][N:3]=4)[CH:18]=[C:17]([N:19]4[CH2:24][CH2:23][O:22][CH2:21][CH2:20]4)[CH:16]=3)=[CH:26][N:27]=2)[OH:31])[CH2:37][CH2:36]1. The yield is 0.540. (2) The reactants are [CH3:1][NH:2][C:3](=[O:53])[C:4]1[CH:9]=[CH:8][C:7]([CH2:10][CH2:11][O:12][C@:13]2([CH3:52])[C@@H:18]([O:19]CC3C=CC=CC=3)[C@@H:17]([O:27]CC3C=CC=CC=3)[C@H:16]([O:35]CC3C=CC=CC=3)[C@@H:15]([CH2:43][O:44]CC3C=CC=CC=3)[O:14]2)=[CH:6][CH:5]=1. The catalyst is CO.[Pd]. The product is [CH3:1][NH:2][C:3](=[O:53])[C:4]1[CH:5]=[CH:6][C:7]([CH2:10][CH2:11][O:12][C@:13]2([CH3:52])[C@@H:18]([OH:19])[C@@H:17]([OH:27])[C@H:16]([OH:35])[C@@H:15]([CH2:43][OH:44])[O:14]2)=[CH:8][CH:9]=1. The yield is 0.600. (3) The reactants are [F:1][C:2]1[CH:3]=[C:4]([C:32](=[O:34])[CH3:33])[CH:5]=[CH:6][C:7]=1[N:8]1[CH2:13][CH2:12][N:11]([C:14]([C:16]2[CH:21]=[C:20]([S:22]([CH3:25])(=[O:24])=[O:23])[CH:19]=[CH:18][C:17]=2[N:26]2[CH2:31][CH2:30][CH2:29][CH2:28][CH2:27]2)=[O:15])[CH2:10][CH2:9]1.[BH4-].[Na+]. The catalyst is CO. The product is [F:1][C:2]1[CH:3]=[C:4]([CH:32]([OH:34])[CH3:33])[CH:5]=[CH:6][C:7]=1[N:8]1[CH2:13][CH2:12][N:11]([C:14]([C:16]2[CH:21]=[C:20]([S:22]([CH3:25])(=[O:23])=[O:24])[CH:19]=[CH:18][C:17]=2[N:26]2[CH2:31][CH2:30][CH2:29][CH2:28][CH2:27]2)=[O:15])[CH2:10][CH2:9]1. The yield is 0.990. (4) The reactants are [F:1][C:2]1[CH:29]=[C:28]([F:30])[CH:27]=[CH:26][C:3]=1[O:4][C:5]1[CH:10]=[CH:9][C:8]([N+:11]([O-])=O)=[CH:7][C:6]=1[C:14]1[C:22]2[C:17](=[C:18]([O:23][CH3:24])[N:19]=[CH:20][CH:21]=2)[N:16]([CH3:25])[CH:15]=1.[H][H]. The catalyst is [Pd].C(OCC)(=O)C. The product is [F:1][C:2]1[CH:29]=[C:28]([F:30])[CH:27]=[CH:26][C:3]=1[O:4][C:5]1[CH:10]=[CH:9][C:8]([NH2:11])=[CH:7][C:6]=1[C:14]1[C:22]2[C:17](=[C:18]([O:23][CH3:24])[N:19]=[CH:20][CH:21]=2)[N:16]([CH3:25])[CH:15]=1. The yield is 0.990.